Predict the reactants needed to synthesize the given product. From a dataset of Full USPTO retrosynthesis dataset with 1.9M reactions from patents (1976-2016). (1) Given the product [Br:10][C@@H:4]1[C@@H:5]2[CH2:6][C@@H:1]([C:7](=[O:9])[O:8]2)[CH2:2][CH2:3]1, predict the reactants needed to synthesize it. The reactants are: [C@H:1]1([C:7]([OH:9])=[O:8])[CH2:6][CH2:5][CH:4]=[CH:3][CH2:2]1.[Br:10]N1C(=O)CCC1=O.[O-2].[Ca+2].ClCCl. (2) Given the product [CH3:14][N:13]1[C:9]([C:6]2[CH:5]=[CH:4][C:3]([OH:2])=[CH:8][CH:7]=2)=[C:10]([C:15]2[CH:20]=[CH:19][N:18]=[CH:17][CH:16]=2)[N:11]=[N:12]1, predict the reactants needed to synthesize it. The reactants are: C[O:2][C:3]1[CH:8]=[CH:7][C:6]([C:9]2[N:13]([CH3:14])[N:12]=[N:11][C:10]=2[C:15]2[CH:20]=[CH:19][N:18]=[CH:17][CH:16]=2)=[CH:5][CH:4]=1.B(Br)(Br)Br.[OH-].[Na+]. (3) Given the product [C:33]([O:37][C:38]([N:40]1[CH2:44]/[C:43](=[CH:2]\[CH2:3][CH2:4][CH2:5][CH2:6][CH3:7])/[CH2:42][C@@H:41]1[C@H:46]1[O:50][C:49]([CH3:51])([CH3:52])[N:48]([C:53](=[O:55])[CH3:54])[C@H:47]1[CH2:56][C:57]1[CH:58]=[C:59]([F:64])[CH:60]=[C:61]([F:63])[CH:62]=1)=[O:39])([CH3:36])([CH3:34])[CH3:35], predict the reactants needed to synthesize it. The reactants are: [Br-].[CH2:2]([P+](C1C=CC=CC=1)(C1C=CC=CC=1)C1C=CC=CC=1)[CH2:3][CH2:4][CH2:5][CH2:6][CH3:7].CC(C)([O-])C.[K+].[C:33]([O:37][C:38]([N:40]1[CH2:44][C:43](=O)[CH2:42][C@@H:41]1[C@H:46]1[O:50][C:49]([CH3:52])([CH3:51])[N:48]([C:53](=[O:55])[CH3:54])[C@H:47]1[CH2:56][C:57]1[CH:62]=[C:61]([F:63])[CH:60]=[C:59]([F:64])[CH:58]=1)=[O:39])([CH3:36])([CH3:35])[CH3:34]. (4) Given the product [CH3:1][N:2]1[CH2:7][CH2:6][N:5]([C:8]2[N:13]=[C:12]([C:14]3[C:22]4[C:17](=[CH:18][CH:19]=[C:20]([C:23]5[S:24][C:25]([NH2:39])=[N:26][N:27]=5)[CH:21]=4)[NH:16][CH:15]=3)[CH:11]=[CH:10][CH:9]=2)[CH2:4][CH2:3]1, predict the reactants needed to synthesize it. The reactants are: [CH3:1][N:2]1[CH2:7][CH2:6][N:5]([C:8]2[N:13]=[C:12]([C:14]3[C:22]4[C:17](=[CH:18][CH:19]=[C:20]([C:23]5[S:24][C:25](S(C)(=O)=O)=[N:26][N:27]=5)[CH:21]=4)[N:16](C(OC(C)(C)C)=O)[CH:15]=3)[CH:11]=[CH:10][CH:9]=2)[CH2:4][CH2:3]1.[NH3:39].CCOC(C)=O. (5) Given the product [CH3:54][O:53][C:46]1[CH:47]=[CH:48][CH:49]=[C:50]([O:51][CH3:52])[C:45]=1[O:44][CH2:43][CH2:42][CH2:41][CH2:40][O:1][C:2]1[CH:7]=[CH:6][C:5]([CH:8]2[CH2:13][CH2:12][N:11]([C:14]([O:16][C:17]([CH3:19])([CH3:20])[CH3:18])=[O:15])[CH2:10][CH:9]2[O:21][CH2:22][C:23]2[CH:32]=[C:31]3[C:26]([CH2:27][CH2:28][C:29](=[O:38])[N:30]3[CH2:33][CH2:34][CH2:35][O:36][CH3:37])=[CH:25][CH:24]=2)=[CH:4][CH:3]=1, predict the reactants needed to synthesize it. The reactants are: [OH:1][C:2]1[CH:7]=[CH:6][C:5]([CH:8]2[CH2:13][CH2:12][N:11]([C:14]([O:16][C:17]([CH3:20])([CH3:19])[CH3:18])=[O:15])[CH2:10][CH:9]2[O:21][CH2:22][C:23]2[CH:32]=[C:31]3[C:26]([CH2:27][CH2:28][C:29](=[O:38])[N:30]3[CH2:33][CH2:34][CH2:35][O:36][CH3:37])=[CH:25][CH:24]=2)=[CH:4][CH:3]=1.Br[CH2:40][CH2:41][CH2:42][CH2:43][O:44][C:45]1[C:50]([O:51][CH3:52])=[CH:49][CH:48]=[CH:47][C:46]=1[O:53][CH3:54]. (6) Given the product [F:29][C:2]1([F:1])[CH2:7][CH2:6][N:5]([C:8]([C:10]2[N:11]([C:39]3[CH:38]=[N:37][C:36]([N:33]4[CH2:32][CH2:31][O:30][CH2:35][CH2:34]4)=[CH:41][CH:40]=3)[C:12]3[C:17]([CH:18]=2)=[CH:16][C:15]([O:19][CH:20]2[CH2:25][CH2:24][N:23]([CH:26]([CH3:27])[CH3:28])[CH2:22][CH2:21]2)=[CH:14][CH:13]=3)=[O:9])[CH2:4][CH2:3]1, predict the reactants needed to synthesize it. The reactants are: [F:1][C:2]1([F:29])[CH2:7][CH2:6][N:5]([C:8]([C:10]2[NH:11][C:12]3[C:17]([CH:18]=2)=[CH:16][C:15]([O:19][CH:20]2[CH2:25][CH2:24][N:23]([CH:26]([CH3:28])[CH3:27])[CH2:22][CH2:21]2)=[CH:14][CH:13]=3)=[O:9])[CH2:4][CH2:3]1.[O:30]1[CH2:35][CH2:34][N:33]([C:36]2[CH:41]=[CH:40][C:39](B(O)O)=[CH:38][N:37]=2)[CH2:32][CH2:31]1.